This data is from Reaction yield outcomes from USPTO patents with 853,638 reactions. The task is: Predict the reaction yield, written as a fraction of the theoretical maximum amount of product (1.0 means a 100% yield; for example, 0.34 means a 34% yield). (1) The reactants are [OH-].[Na+].C[O:4][C:5](=[O:40])[CH2:6][C:7]1[CH:12]=[CH:11][C:10]([C:13]2[CH:18]=[CH:17][C:16]([C:19]([CH2:37][CH3:38])([C:22]3[CH:27]=[CH:26][C:25]([CH2:28][CH2:29][C:30]([CH2:34][CH3:35])([OH:33])[CH2:31][CH3:32])=[C:24]([CH3:36])[CH:23]=3)[CH2:20][CH3:21])=[CH:15][C:14]=2[CH3:39])=[CH:9][CH:8]=1.[Cl-].[NH4+]. The catalyst is CO.O1CCCC1. The product is [CH2:20]([C:19]([C:16]1[CH:17]=[CH:18][C:13]([C:10]2[CH:9]=[CH:8][C:7]([CH2:6][C:5]([OH:40])=[O:4])=[CH:12][CH:11]=2)=[C:14]([CH3:39])[CH:15]=1)([C:22]1[CH:27]=[CH:26][C:25]([CH2:28][CH2:29][C:30]([CH2:31][CH3:32])([OH:33])[CH2:34][CH3:35])=[C:24]([CH3:36])[CH:23]=1)[CH2:37][CH3:38])[CH3:21]. The yield is 0.870. (2) The reactants are [CH3:1][N:2]1[C:6]2[CH:7]=[CH:8][CH:9]=[C:10]([NH:11][C:12]([C:14]3[C:18]4[N:19]=[C:20](Cl)[N:21]=[CH:22][C:17]=4[S:16][CH:15]=3)=[O:13])[C:5]=2[N:4]=[CH:3]1.[NH2:24][CH2:25][CH2:26][N:27]([CH3:35])[C:28](=[O:34])[O:29][C:30]([CH3:33])([CH3:32])[CH3:31].C(N(C(C)C)CC)(C)C. The catalyst is O1CCOCC1.ClCCl. The product is [C:30]([O:29][C:28](=[O:34])[N:27]([CH3:35])[CH2:26][CH2:25][NH:24][C:20]1[N:21]=[CH:22][C:17]2[S:16][CH:15]=[C:14]([C:12](=[O:13])[NH:11][C:10]3[C:5]4[N:4]=[CH:3][N:2]([CH3:1])[C:6]=4[CH:7]=[CH:8][CH:9]=3)[C:18]=2[N:19]=1)([CH3:33])([CH3:32])[CH3:31]. The yield is 0.300.